This data is from Reaction yield outcomes from USPTO patents with 853,638 reactions. The task is: Predict the reaction yield, written as a fraction of the theoretical maximum amount of product (1.0 means a 100% yield; for example, 0.34 means a 34% yield). (1) The reactants are [Cl:1][C:2]1[CH:7]=[C:6]([OH:8])[CH:5]=[CH:4][C:3]=1[CH:9]([OH:13])[C:10]([OH:12])=[O:11].CO[C:16](OC)([CH3:18])[CH3:17]. The catalyst is C1(C)C=CC=CC=1. The product is [Cl:1][C:2]1[CH:7]=[C:6]([OH:8])[CH:5]=[CH:4][C:3]=1[CH:9]1[O:13][C:16]([CH3:18])([CH3:17])[O:11][C:10]1=[O:12]. The yield is 0.640. (2) The yield is 0.330. The product is [CH2:1]([C:3]1([CH2:18][CH2:19][F:27])[C:8]2[NH:9][C:10]3[C:15]([C:7]=2[CH2:6][CH2:5][O:4]1)=[CH:14][CH:13]=[CH:12][C:11]=3[CH2:16][CH3:17])[CH3:2]. The catalyst is C(Cl)Cl. The reactants are [CH2:1]([C:3]1([CH2:18][CH2:19]O)[C:8]2[NH:9][C:10]3[C:15]([C:7]=2[CH2:6][CH2:5][O:4]1)=[CH:14][CH:13]=[CH:12][C:11]=3[CH2:16][CH3:17])[CH3:2].CCN(S(F)(F)[F:27])CC. (3) The reactants are [NH2:1][C:2]1[N:7]=[CH:6][N:5]=[C:4]2[N:8]([CH2:25][C@@H:26]3[CH2:30][C:29]([F:32])([F:31])[CH2:28][N:27]3[C:33](=[O:37])[CH2:34][C:35]#[N:36])[N:9]=[C:10]([C:11]3[CH:16]=[CH:15][C:14]([O:17][C:18]4[CH:23]=[CH:22][CH:21]=[CH:20][CH:19]=4)=[CH:13][C:12]=3[F:24])[C:3]=12.[CH:38]1([CH:41]=O)[CH2:40][CH2:39]1.N1CCCCC1. The catalyst is C(O)C. The product is [NH2:1][C:2]1[N:7]=[CH:6][N:5]=[C:4]2[N:8]([CH2:25][C@@H:26]3[CH2:30][C:29]([F:31])([F:32])[CH2:28][N:27]3[C:33]([C:34](=[CH:41][CH:38]3[CH2:40][CH2:39]3)[C:35]#[N:36])=[O:37])[N:9]=[C:10]([C:11]3[CH:16]=[CH:15][C:14]([O:17][C:18]4[CH:23]=[CH:22][CH:21]=[CH:20][CH:19]=4)=[CH:13][C:12]=3[F:24])[C:3]=12. The yield is 0.180.